This data is from Reaction yield outcomes from USPTO patents with 853,638 reactions. The task is: Predict the reaction yield, written as a fraction of the theoretical maximum amount of product (1.0 means a 100% yield; for example, 0.34 means a 34% yield). (1) The reactants are [F:1][C:2]1[CH:7]=[CH:6][C:5]([C:8]2[NH:12][N:11]=[C:10]([C:13]([N:15]3[CH2:20][CH2:19][N:18](C(OC(C)(C)C)=O)[CH2:17][CH2:16]3)=[O:14])[C:9]=2[C:28]2[CH:33]=[CH:32][N:31]=[CH:30][CH:29]=2)=[CH:4][CH:3]=1.C(O)(C(F)(F)F)=O. The catalyst is C(Cl)Cl. The product is [OH2:14].[F:1][C:2]1[CH:7]=[CH:6][C:5]([C:8]2[NH:12][N:11]=[C:10]([C:13]([N:15]3[CH2:20][CH2:19][NH:18][CH2:17][CH2:16]3)=[O:14])[C:9]=2[C:28]2[CH:29]=[CH:30][N:31]=[CH:32][CH:33]=2)=[CH:4][CH:3]=1. The yield is 0.964. (2) The reactants are [CH2:1]([O:8][CH2:9][CH2:10][O:11][C:12]1[CH:17]=[CH:16][C:15]([N+:18]([O-])=O)=[CH:14][C:13]=1[C:21]([F:24])([F:23])[F:22])[C:2]1[CH:7]=[CH:6][CH:5]=[CH:4][CH:3]=1.[NH4+].[Cl-]. The catalyst is CO.[Zn]. The product is [CH2:1]([O:8][CH2:9][CH2:10][O:11][C:12]1[CH:17]=[CH:16][C:15]([NH2:18])=[CH:14][C:13]=1[C:21]([F:22])([F:23])[F:24])[C:2]1[CH:3]=[CH:4][CH:5]=[CH:6][CH:7]=1. The yield is 0.607. (3) The yield is 0.880. The reactants are [Cl:1][C:2]1[N:10]=[C:9]([Cl:11])[CH:8]=[CH:7][C:3]=1[C:4]([OH:6])=[O:5].[C:12](OC(O[C:12]([CH3:15])([CH3:14])[CH3:13])N(C)C)([CH3:15])([CH3:14])[CH3:13]. The catalyst is C1(C)C=CC=CC=1. The product is [Cl:1][C:2]1[N:10]=[C:9]([Cl:11])[CH:8]=[CH:7][C:3]=1[C:4]([O:6][C:12]([CH3:15])([CH3:14])[CH3:13])=[O:5]. (4) The reactants are [CH3:1][O:2][C:3]1[C:4](=[O:25])[C:5]([C:21]([O:23]C)=[O:22])=[N:6][N:7]([C:9]2[C:19]([F:20])=[CH:18][C:12]3[O:13][C:14]([F:17])([F:16])[O:15][C:11]=3[CH:10]=2)[CH:8]=1.[OH-].[Na+].Cl. The catalyst is CO. The product is [CH3:1][O:2][C:3]1[C:4](=[O:25])[C:5]([C:21]([OH:23])=[O:22])=[N:6][N:7]([C:9]2[C:19]([F:20])=[CH:18][C:12]3[O:13][C:14]([F:16])([F:17])[O:15][C:11]=3[CH:10]=2)[CH:8]=1. The yield is 0.800. (5) The reactants are [OH:1][C:2]1[C:3]([C:10]([NH:12][C@H:13]2[CH2:21][CH2:20][CH2:19][C@H:18]([CH2:22][C:23]3[CH:28]=[CH:27][C:26]([CH3:29])=[CH:25][CH:24]=3)[C@@H:17]([O:30][C:31]3[CH:36]=[CH:35][CH:34]=[CH:33][CH:32]=3)[C@H:16]([CH3:37])[O:15][C:14]2=[O:38])=[O:11])=[N:4][CH:5]=[CH:6][C:7]=1[O:8][CH3:9].[C:39](Cl)(=[O:41])[CH3:40].CCN(CC)CC. The catalyst is CN(C1C=CN=CC=1)C.ClCCCl. The product is [C:39]([O:1][C:2]1[C:3]([C:10](=[O:11])[NH:12][C@H:13]2[CH2:21][CH2:20][CH2:19][C@H:18]([CH2:22][C:23]3[CH:24]=[CH:25][C:26]([CH3:29])=[CH:27][CH:28]=3)[C@@H:17]([O:30][C:31]3[CH:36]=[CH:35][CH:34]=[CH:33][CH:32]=3)[C@H:16]([CH3:37])[O:15][C:14]2=[O:38])=[N:4][CH:5]=[CH:6][C:7]=1[O:8][CH3:9])(=[O:41])[CH3:40]. The yield is 0.700. (6) The reactants are I[C:2]1[CH:3]=[N:4][CH:5]=[CH:6][CH:7]=1.[C:8]([NH:11][C:12]1[CH:17]=[CH:16][C:15]([SH:18])=[CH:14][CH:13]=1)(=[O:10])[CH3:9].C([O-])([O-])=O.[K+].[K+].C(O)CO. The catalyst is [Cu]I.CC(O)C. The product is [C:8]([NH:11][C:12]1[CH:17]=[CH:16][C:15]([S:18][C:2]2[CH:3]=[N:4][CH:5]=[CH:6][CH:7]=2)=[CH:14][CH:13]=1)(=[O:10])[CH3:9]. The yield is 0.830. (7) The reactants are [N:1]1[CH:6]=[CH:5][CH:4]=[C:3]([C:7]2[CH:11]=[C:10]([C:12]([F:15])([F:14])[F:13])[N:9]([C:16]3[CH:17]=[N:18][C:19]([NH2:22])=[N:20][CH:21]=3)[N:8]=2)[CH:2]=1.[C:23](Cl)(=[O:30])[C:24]1[CH:29]=[CH:28][CH:27]=[CH:26][CH:25]=1.C(=O)(O)[O-].[Na+]. The catalyst is N1C=CC=CC=1.CN(C)C1C=CN=CC=1.O. The product is [N:1]1[CH:6]=[CH:5][CH:4]=[C:3]([C:7]2[CH:11]=[C:10]([C:12]([F:13])([F:14])[F:15])[N:9]([C:16]3[CH:17]=[N:18][C:19]([NH:22][C:23](=[O:30])[C:24]4[CH:29]=[CH:28][CH:27]=[CH:26][CH:25]=4)=[N:20][CH:21]=3)[N:8]=2)[CH:2]=1. The yield is 0.480.